Predict the product of the given reaction. From a dataset of Forward reaction prediction with 1.9M reactions from USPTO patents (1976-2016). (1) Given the reactants Cl[C:2]1([NH:24][C:25]2[CH:30]=[CH:29][C:28]3[O:31][CH2:32][CH2:33][O:34][C:27]=3[CH:26]=2)[N:7]=[C:6]([NH:8][C:9]2[CH:14]=[CH:13][C:12]([C:15]([C:18](OCC)=[O:19])([CH3:17])[CH3:16])=[CH:11][CH:10]=2)[C:5]([F:23])=[CH:4][NH:3]1.C1COC2C=CC(NC3N=C(NC4C=CC(C(C)(C)CO)=CC=4)C(F)=CN=3)=CC=2O1.CC(C[AlH]CC(C)C)C, predict the reaction product. The product is: [CH2:33]1[CH2:32][O:31][C:28]2[CH:29]=[CH:30][C:25]([NH:24][C:2]3[N:7]=[C:6]([NH:8][C:9]4[CH:14]=[CH:13][C:12]([C:15]([CH3:16])([CH3:17])[CH2:18][OH:19])=[CH:11][CH:10]=4)[C:5]([F:23])=[CH:4][N:3]=3)=[CH:26][C:27]=2[O:34]1. (2) Given the reactants [CH2:1]([S:4]([NH2:7])(=[O:6])=[O:5])[CH:2]=[CH2:3].C(N=C=NCCCN(C)C)C.[CH2:19]([NH:23][C:24](=[O:76])[CH2:25][N:26]1[C:34]2[C:29](=[CH:30][CH:31]=[C:32]([C:35](NS(CC=C)(=O)=O)=[O:36])[CH:33]=2)[C:28]([CH:44]2[CH2:49][CH2:48][CH2:47][CH2:46][CH2:45]2)=[C:27]1[C:50]1[CH:55]=[CH:54][C:53]([O:56][CH2:57][C:58]2[CH:63]=[C:62]([N:64]3[CH2:68][CH2:67][CH2:66][C:65]3=[O:69])[CH:61]=[CH:60][C:59]=2[N:70]2[CH2:75][CH2:74][O:73][CH2:72][CH2:71]2)=[CH:52][CH:51]=1)[CH2:20]C=C, predict the reaction product. The product is: [CH:44]1([C:28]2[C:29]3[CH:30]=[CH:31][C:32]4[C:35](=[O:36])[NH:7][S:4](=[O:6])(=[O:5])[CH2:1][CH:2]=[CH:3][CH2:20][CH2:19][NH:23][C:24](=[O:76])[CH2:25][N:26]([C:34]=3[CH:33]=4)[C:27]=2[C:50]2[CH:55]=[CH:54][C:53]([O:56][CH2:57][C:58]3[CH:63]=[C:62]([N:64]4[CH2:68][CH2:67][CH2:66][C:65]4=[O:69])[CH:61]=[CH:60][C:59]=3[N:70]3[CH2:71][CH2:72][O:73][CH2:74][CH2:75]3)=[CH:52][CH:51]=2)[CH2:49][CH2:48][CH2:47][CH2:46][CH2:45]1. (3) Given the reactants [Br:1][C:2]1[CH:3]=[C:4]([CH2:12]O)[CH:5]=[CH:6][C:7]=1[O:8][CH2:9][O:10][CH3:11].N1C=CC=CC=1.S(Cl)([Cl:22])=O, predict the reaction product. The product is: [Br:1][C:2]1[CH:3]=[C:4]([CH2:12][Cl:22])[CH:5]=[CH:6][C:7]=1[O:8][CH2:9][O:10][CH3:11].